Predict the product of the given reaction. From a dataset of Forward reaction prediction with 1.9M reactions from USPTO patents (1976-2016). (1) Given the reactants N12CCC(CC1)C([CH2:9][C:10]1[CH:15]=[C:14]([F:16])[CH:13]=[CH:12][C:11]=1[S:17]([NH:20][C:21]1[C:30]([C:31]([O:33][CH3:34])=[O:32])=[C:29]3[C:24]([C@H:25]4[CH2:35][C@H:26]4[CH2:27][O:28]3)=[CH:23][CH:22]=1)(=[O:19])=[O:18])C2.[CH2:36]([N:38]1[CH:43]2[CH2:44][CH2:45][CH:39]1[CH2:40][CH:41](CC1C=C(F)C=CC=1S(Cl)(=O)=O)[CH2:42]2)[CH3:37].NC1C(C(OC)=O)=C2C([C@H]3C[C@H]3CO2)=CC=1, predict the reaction product. The product is: [CH2:36]([N:38]1[CH:43]2[CH2:44][CH2:45][CH:39]1[CH2:40][CH:41]([CH2:9][C:10]1[CH:15]=[C:14]([F:16])[CH:13]=[CH:12][C:11]=1[S:17]([NH:20][C:21]1[C:30]([C:31]([O:33][CH3:34])=[O:32])=[C:29]3[C:24]([C@H:25]4[CH2:35][C@H:26]4[CH2:27][O:28]3)=[CH:23][CH:22]=1)(=[O:18])=[O:19])[CH2:42]2)[CH3:37]. (2) Given the reactants [Br:1][C:2]1[N:3]=[C:4](Cl)[C:5]2[N:6]([C:8]([CH3:11])=[N:9][N:10]=2)[CH:7]=1.[NH2:13][CH:14]1[CH2:19][CH2:18][N:17]([C:20]([O:22][C:23]([CH3:26])([CH3:25])[CH3:24])=[O:21])[CH2:16][CH2:15]1, predict the reaction product. The product is: [Br:1][C:2]1[N:3]=[C:4]([NH:13][CH:14]2[CH2:15][CH2:16][N:17]([C:20]([O:22][C:23]([CH3:26])([CH3:25])[CH3:24])=[O:21])[CH2:18][CH2:19]2)[C:5]2[N:6]([C:8]([CH3:11])=[N:9][N:10]=2)[CH:7]=1. (3) Given the reactants [NH2:1][C:2]1[N:7]=[CH:6][N:5]=[C:4]([NH:8][C@H:9]([C:11]2[C:20]([C:21]3[CH:26]=[CH:25][CH:24]=[CH:23][N:22]=3)=[C:19]([C:27](O)=[O:28])[C:18]3[C:13](=[CH:14][CH:15]=[C:16]([F:30])[CH:17]=3)[N:12]=2)[CH3:10])[C:3]=1[C:31]#[N:32].CN.[CH2:35]([N:37](C(C)C)C(C)C)C.C1CN([P+](ON2N=NC3C=CC=CC2=3)(N2CCCC2)N2CCCC2)CC1.F[P-](F)(F)(F)(F)F, predict the reaction product. The product is: [NH2:1][C:2]1[N:7]=[CH:6][N:5]=[C:4]([NH:8][C@H:9]([C:11]2[C:20]([C:21]3[CH:26]=[CH:25][CH:24]=[CH:23][N:22]=3)=[C:19]([C:27]([NH:37][CH3:35])=[O:28])[C:18]3[C:13](=[CH:14][CH:15]=[C:16]([F:30])[CH:17]=3)[N:12]=2)[CH3:10])[C:3]=1[C:31]#[N:32]. (4) Given the reactants [Cl:1][C:2]1[C:3]([N:18]2[CH2:23][CH2:22][CH:21]([C:24]([O:26]C)=[O:25])[CH2:20][CH2:19]2)=[N:4][CH:5]=[C:6]([C:11]2[O:12][C:13]([CH2:16][CH3:17])=[CH:14][N:15]=2)[C:7]=1[S:8]([CH3:10])=[O:9].[OH-].[Li+], predict the reaction product. The product is: [Cl:1][C:2]1[C:3]([N:18]2[CH2:23][CH2:22][CH:21]([C:24]([OH:26])=[O:25])[CH2:20][CH2:19]2)=[N:4][CH:5]=[C:6]([C:11]2[O:12][C:13]([CH2:16][CH3:17])=[CH:14][N:15]=2)[C:7]=1[S:8]([CH3:10])=[O:9]. (5) The product is: [C:15]1([S:21]([N:24]2[CH:25]=[CH:26][CH:27]=[C:28]2[C:6](=[O:7])[C:5]2[CH:9]=[CH:10][C:2]([F:1])=[CH:3][CH:4]=2)(=[O:23])=[O:22])[CH:16]=[CH:17][CH:18]=[CH:19][CH:20]=1. Given the reactants [F:1][C:2]1[CH:10]=[CH:9][C:5]([C:6](Cl)=[O:7])=[CH:4][CH:3]=1.B(F)(F)F.[C:15]1([S:21]([N:24]2[CH:28]=[CH:27][CH:26]=[CH:25]2)(=[O:23])=[O:22])[CH:20]=[CH:19][CH:18]=[CH:17][CH:16]=1, predict the reaction product. (6) Given the reactants [Cl:1][C:2]1[CH:3]=[C:4]([C@@:8]2([OH:17])[O:13][CH2:12][C:11]([CH3:15])([CH3:14])[NH:10][C@@H:9]2[CH3:16])[CH:5]=[CH:6][CH:7]=1, predict the reaction product. The product is: [ClH:1].[Cl:1][C:2]1[CH:3]=[C:4]([C@@:8]2([OH:17])[O:13][CH2:12][C:11]([CH3:14])([CH3:15])[NH:10][C@@H:9]2[CH3:16])[CH:5]=[CH:6][CH:7]=1.